From a dataset of NCI-60 drug combinations with 297,098 pairs across 59 cell lines. Regression. Given two drug SMILES strings and cell line genomic features, predict the synergy score measuring deviation from expected non-interaction effect. Drug 1: CNC(=O)C1=CC=CC=C1SC2=CC3=C(C=C2)C(=NN3)C=CC4=CC=CC=N4. Drug 2: C1=NC(=NC(=O)N1C2C(C(C(O2)CO)O)O)N. Cell line: SR. Synergy scores: CSS=68.4, Synergy_ZIP=5.08, Synergy_Bliss=6.66, Synergy_Loewe=9.50, Synergy_HSA=9.52.